Dataset: Catalyst prediction with 721,799 reactions and 888 catalyst types from USPTO. Task: Predict which catalyst facilitates the given reaction. Reactant: [CH3:1][C:2]1[N:7]=[CH:6][C:5]([CH2:8][CH2:9][N:10]([C:12]2[CH:21]=[CH:20][C:15]([C:16]([O:18]C)=[O:17])=[CH:14][CH:13]=2)N)=[CH:4][CH:3]=1.[CH3:22][N:23]1[CH2:28][CH2:27][C:26](=O)[CH2:25][CH2:24]1. Product: [CH3:22][N:23]1[CH2:28][CH2:27][C:26]2[N:10]([CH2:9][CH2:8][C:5]3[CH:6]=[N:7][C:2]([CH3:1])=[CH:3][CH:4]=3)[C:12]3[CH:21]=[CH:20][C:15]([C:16]([OH:18])=[O:17])=[CH:14][C:13]=3[C:25]=2[CH2:24]1. The catalyst class is: 33.